This data is from Reaction yield outcomes from USPTO patents with 853,638 reactions. The task is: Predict the reaction yield, written as a fraction of the theoretical maximum amount of product (1.0 means a 100% yield; for example, 0.34 means a 34% yield). The reactants are CS(O[CH2:6][C@H:7]1[CH2:11][O:10][C:9]([CH3:13])([CH3:12])[O:8]1)(=O)=O.[CH2:14]([NH2:21])[C:15]1[CH:20]=[CH:19][CH:18]=[CH:17][CH:16]=1. The catalyst is CC#N. The product is [CH2:14]([NH:21][CH2:6][C@H:7]1[CH2:11][O:10][C:9]([CH3:12])([CH3:13])[O:8]1)[C:15]1[CH:20]=[CH:19][CH:18]=[CH:17][CH:16]=1. The yield is 0.760.